This data is from Full USPTO retrosynthesis dataset with 1.9M reactions from patents (1976-2016). The task is: Predict the reactants needed to synthesize the given product. (1) Given the product [OH:16][C:5]1[C:6]2[C:14]3[CH:13]=[CH:12][C:11]([Cl:15])=[CH:10][C:9]=3[NH:8][C:7]=2[C:2]([C:17]#[N:18])=[CH:3][N:4]=1, predict the reactants needed to synthesize it. The reactants are: Br[C:2]1[C:7]2[NH:8][C:9]3[CH:10]=[C:11]([Cl:15])[CH:12]=[CH:13][C:14]=3[C:6]=2[C:5]([OH:16])=[N:4][CH:3]=1.[CH3:17][N:18]1C(=O)CCC1. (2) Given the product [N:25]1([CH2:31][CH2:32][NH:33][C:22]([C:3]2[C:4]3[CH:10]=[CH:9][C:8]([O:11][C:12]4[CH:17]=[CH:16][N:15]=[C:14]5[CH:18]=[C:19]([CH3:21])[S:20][C:13]=45)=[CH:7][C:5]=3[S:6][C:2]=2[CH3:1])=[O:23])[CH2:30][CH2:29][O:28][CH2:27][CH2:26]1, predict the reactants needed to synthesize it. The reactants are: [CH3:1][C:2]1[S:6][C:5]2[CH:7]=[C:8]([O:11][C:12]3[CH:17]=[CH:16][N:15]=[C:14]4[CH:18]=[C:19]([CH3:21])[S:20][C:13]=34)[CH:9]=[CH:10][C:4]=2[C:3]=1[C:22](Cl)=[O:23].[N:25]1([CH2:31][CH2:32][NH2:33])[CH2:30][CH2:29][O:28][CH2:27][CH2:26]1.